From a dataset of Catalyst prediction with 721,799 reactions and 888 catalyst types from USPTO. Predict which catalyst facilitates the given reaction. Reactant: Cl.Cl.[Cl:3][C:4]1[CH:9]=[CH:8][C:7]([N:10]2[CH2:15][CH2:14][NH:13][CH2:12][CH2:11]2)=[CH:6][C:5]=1[O:16][CH3:17].O.C([O-])([O-])=O.[K+].[K+].[Cl:25][CH2:26][C:27](Cl)=[O:28]. Product: [Cl:25][CH2:26][C:27]([N:13]1[CH2:12][CH2:11][N:10]([C:7]2[CH:8]=[CH:9][C:4]([Cl:3])=[C:5]([O:16][CH3:17])[CH:6]=2)[CH2:15][CH2:14]1)=[O:28]. The catalyst class is: 2.